From a dataset of Reaction yield outcomes from USPTO patents with 853,638 reactions. Predict the reaction yield, written as a fraction of the theoretical maximum amount of product (1.0 means a 100% yield; for example, 0.34 means a 34% yield). (1) The reactants are [CH3:1][N:2]1[CH:7]=[C:6]([C:8]2[CH:13]=[C:12]([S:14]([CH3:17])(=[O:16])=[O:15])[CH:11]=[CH:10][C:9]=2[NH:18][C@H:19]2[CH2:24][CH2:23][C@H:22]([NH:25]C(=O)OC(C)(C)C)[CH2:21][CH2:20]2)[C:5]2[CH:33]=[CH:34][NH:35][C:4]=2[C:3]1=[O:36].FC(F)(F)C(O)=O.C(=O)([O-])[O-].[Na+].[Na+]. The catalyst is ClCCl. The product is [NH2:25][C@H:22]1[CH2:21][CH2:20][C@H:19]([NH:18][C:9]2[CH:10]=[CH:11][C:12]([S:14]([CH3:17])(=[O:15])=[O:16])=[CH:13][C:8]=2[C:6]2[C:5]3[CH:33]=[CH:34][NH:35][C:4]=3[C:3](=[O:36])[N:2]([CH3:1])[CH:7]=2)[CH2:24][CH2:23]1. The yield is 0.990. (2) The product is [O:22]=[C:14]1[C:13]2([C:11]3[CH:12]=[C:7]([CH:3]4[CH2:4][CH2:5][CH2:6][N:1]([C:32]([O:34][C:35]([CH3:38])([CH3:37])[CH3:36])=[O:33])[CH2:2]4)[CH:8]=[CH:9][C:10]=3[O:24][CH2:23]2)[C:21]2[C:16](=[CH:17][CH:18]=[CH:19][CH:20]=2)[NH:15]1. The yield is 0.400. The reactants are [NH:1]1[CH2:6][CH2:5][CH2:4][CH:3]([C:7]2[CH:8]=[CH:9][C:10]3[O:24][CH2:23][C:13]4([C:21]5[C:16](=[CH:17][CH:18]=[CH:19][CH:20]=5)[NH:15][C:14]4=[O:22])[C:11]=3[CH:12]=2)[CH2:2]1.C(N(CC)CC)C.[C:32](O[C:32]([O:34][C:35]([CH3:38])([CH3:37])[CH3:36])=[O:33])([O:34][C:35]([CH3:38])([CH3:37])[CH3:36])=[O:33]. The catalyst is ClCCl. (3) The reactants are [F:1][C:2]([F:15])([F:14])[C:3]1([OH:13])[CH2:12][CH2:11][C:6]2(OCC[O:7]2)[CH2:5][CH2:4]1.Cl. The catalyst is C1COCC1. The product is [OH:13][C:3]1([C:2]([F:1])([F:14])[F:15])[CH2:4][CH2:5][C:6](=[O:7])[CH2:11][CH2:12]1. The yield is 0.770. (4) The reactants are [CH2:1]([C:3]1[CH:11]=[CH:10][C:9]2[NH:8][C:7]3[CH2:12][CH2:13][N:14]([CH3:16])[CH2:15][C:6]=3[C:5]=2[CH:4]=1)[CH3:2].[OH-].[K+].[CH3:19][C:20]1[CH:25]=[CH:24][C:23]([CH:26]=[CH2:27])=[CH:22][N:21]=1. The catalyst is CN1CCCC1=O.O. The product is [CH2:1]([C:3]1[CH:11]=[CH:10][C:9]2[N:8]([CH2:27][CH2:26][C:23]3[CH:22]=[N:21][C:20]([CH3:19])=[CH:25][CH:24]=3)[C:7]3[CH2:12][CH2:13][N:14]([CH3:16])[CH2:15][C:6]=3[C:5]=2[CH:4]=1)[CH3:2]. The yield is 0.200. (5) The reactants are [CH3:1][S-:2].[Na+].CN(C=O)C.[Br:9][C:10]1[CH:15]=[CH:14][CH:13]=[C:12]([CH2:16]Br)[CH:11]=1. The catalyst is O. The product is [Br:9][C:10]1[CH:15]=[CH:14][CH:13]=[C:12]([CH2:16][S:2][CH3:1])[CH:11]=1. The yield is 0.685. (6) The reactants are [Br:1][C:2]1[C:7]2[N:8]=[C:9]([CH3:13])[O:10][C:11](=O)[C:6]=2[CH:5]=[CH:4][CH:3]=1.[CH3:14][NH2:15].C1COCC1. The catalyst is C1COCC1. The product is [Br:1][C:2]1[CH:3]=[CH:4][CH:5]=[C:6]2[C:7]=1[N:8]=[C:9]([CH3:13])[N:15]([CH3:14])[C:11]2=[O:10]. The yield is 0.660. (7) The reactants are [CH3:1][O:2][C:3](=[O:18])[CH:4]([NH:8][C:9](=[O:17])[C:10]1[CH:15]=[CH:14][CH:13]=[CH:12][C:11]=1[NH2:16])[CH2:5][CH2:6][CH3:7].[C:19](N1C=CN=C1)(N1C=CN=C1)=[O:20]. The catalyst is C1COCC1.CCOC(C)=O. The product is [CH3:1][O:2][C:3](=[O:18])[CH:4]([N:8]1[C:9](=[O:17])[C:10]2[C:11](=[CH:12][CH:13]=[CH:14][CH:15]=2)[NH:16][C:19]1=[O:20])[CH2:5][CH2:6][CH3:7]. The yield is 0.450. (8) The reactants are [Br:1][C:2]1[C:3]([N:20]2[CH2:25][CH2:24][N:23](C(NC3C=CC=CC=3)=O)[CH2:22][CH2:21]2)=[C:4]2[N:10]=[C:9]([C:11]3[CH:16]=[CH:15][C:14]([N:17]([CH3:19])[CH3:18])=[CH:13][CH:12]=3)[NH:8][C:5]2=[N:6][CH:7]=1.Br[C:36]1C(N2CCN(CC)CC2)=C([N+]([O-])=O)C(N)=N[CH:41]=1.[O-]S(S([O-])=O)=O.[Na+].[Na+].CN(C1C=CC(C=O)=CC=1)C. The catalyst is CN(C=O)C. The product is [Br:1][C:2]1[C:3]([N:20]2[CH2:21][CH2:22][N:23]([CH2:36][CH3:41])[CH2:24][CH2:25]2)=[C:4]2[N:10]=[C:9]([C:11]3[CH:12]=[CH:13][C:14]([N:17]([CH3:18])[CH3:19])=[CH:15][CH:16]=3)[NH:8][C:5]2=[N:6][CH:7]=1. The yield is 0.490.